Dataset: Forward reaction prediction with 1.9M reactions from USPTO patents (1976-2016). Task: Predict the product of the given reaction. Given the reactants [OH-].[Li+].[O:3]1[C:7]2[CH:8]=[CH:9][C:10]([C:12]3[CH:17]=[CH:16][C:15]([C:18]([NH:20][C@@H:21]([CH:26]4[CH2:31][CH2:30][CH2:29][CH2:28][CH2:27]4)[C:22]([O:24]C)=[O:23])=[O:19])=[C:14]([NH:32][C:33]([NH:35][C:36]4[C:41]([CH3:42])=[CH:40][C:39]([CH3:43])=[CH:38][C:37]=4[CH3:44])=[O:34])[CH:13]=3)=[CH:11][C:6]=2[O:5][CH2:4]1.CO.O, predict the reaction product. The product is: [O:3]1[C:7]2[CH:8]=[CH:9][C:10]([C:12]3[CH:17]=[CH:16][C:15]([C:18]([NH:20][C@@H:21]([CH:26]4[CH2:31][CH2:30][CH2:29][CH2:28][CH2:27]4)[C:22]([OH:24])=[O:23])=[O:19])=[C:14]([NH:32][C:33]([NH:35][C:36]4[C:37]([CH3:44])=[CH:38][C:39]([CH3:43])=[CH:40][C:41]=4[CH3:42])=[O:34])[CH:13]=3)=[CH:11][C:6]=2[O:5][CH2:4]1.